From a dataset of Retrosynthesis with 50K atom-mapped reactions and 10 reaction types from USPTO. Predict the reactants needed to synthesize the given product. (1) Given the product Cc1ccccc1CN(CCc1ccc([N+](=O)[O-])cc1)C(=O)C(F)(F)F, predict the reactants needed to synthesize it. The reactants are: Cc1ccccc1CBr.O=C(NCCc1ccc([N+](=O)[O-])cc1)C(F)(F)F. (2) Given the product CS(=O)(=O)c1ccc(Oc2cc(OC3CCOCC3)c3[nH]c(C(=O)O)cc3c2)nc1, predict the reactants needed to synthesize it. The reactants are: CCOC(=O)c1cc2cc(Oc3ccc(S(C)(=O)=O)cn3)cc(OC3CCOCC3)c2[nH]1.